From a dataset of Full USPTO retrosynthesis dataset with 1.9M reactions from patents (1976-2016). Predict the reactants needed to synthesize the given product. (1) Given the product [CH3:33][N:34]([CH2:30][C:28]1[C:27]([CH3:32])=[N:26][N:25]([C:23]2[CH:22]=[CH:21][N:20]=[C:19]([NH:18][C:4]3[C:3]([O:2][CH3:1])=[CH:8][C:7]([N:9]4[CH2:14][CH2:13][O:12][CH2:11][CH2:10]4)=[C:6]([NH:15][C:3](=[O:2])[CH:4]=[CH2:5])[CH:5]=3)[N:24]=2)[CH:29]=1)[CH3:35], predict the reactants needed to synthesize it. The reactants are: [CH3:1][O:2][C:3]1[CH:8]=[C:7]([N:9]2[CH2:14][CH2:13][O:12][CH2:11][CH2:10]2)[C:6]([N+:15]([O-])=O)=[CH:5][C:4]=1[NH:18][C:19]1[N:24]=[C:23]([N:25]2[CH:29]=[C:28]([CH:30]=O)[C:27]([CH3:32])=[N:26]2)[CH:22]=[CH:21][N:20]=1.[CH3:33][NH:34][CH3:35]. (2) Given the product [Cl:1][C:2]1[CH:3]=[CH:4][C:5]([C:8]2([C:11]3[N:28]=[C:27]([S:17]([C:20]4[CH:26]=[CH:25][C:23]([CH3:24])=[CH:22][CH:21]=4)(=[O:19])=[O:18])[S:13][N:12]=3)[CH2:10][CH2:9]2)=[CH:6][CH:7]=1, predict the reactants needed to synthesize it. The reactants are: [Cl:1][C:2]1[CH:7]=[CH:6][C:5]([C:8]2([C:11]3OC(=O)[S:13][N:12]=3)[CH2:10][CH2:9]2)=[CH:4][CH:3]=1.[S:17]([C:27]#[N:28])([C:20]1[CH:26]=[CH:25][C:23]([CH3:24])=[CH:22][CH:21]=1)(=[O:19])=[O:18].CCCCC. (3) Given the product [O:8]=[C:6]1[N:5]([C:9]2[CH:18]=[C:17]3[C:12]([CH:13]=[C:14]([C:20]4[CH:25]=[CH:24][CH:23]=[CH:22][C:21]=4[C:26]([F:28])([F:27])[F:29])[NH:15][C:16]3=[O:19])=[CH:11][CH:10]=2)[CH2:4][C@H:3]([CH2:2][NH:1][S:37]([CH3:36])(=[O:39])=[O:38])[O:7]1, predict the reactants needed to synthesize it. The reactants are: [NH2:1][CH2:2][C@@H:3]1[O:7][C:6](=[O:8])[N:5]([C:9]2[CH:18]=[C:17]3[C:12]([CH:13]=[C:14]([C:20]4[CH:25]=[CH:24][CH:23]=[CH:22][C:21]=4[C:26]([F:29])([F:28])[F:27])[NH:15][C:16]3=[O:19])=[CH:11][CH:10]=2)[CH2:4]1.N1C=CC=CC=1.[CH3:36][S:37](Cl)(=[O:39])=[O:38].O. (4) Given the product [CH3:1][C@@H:2]1[C:7]2[C:6](=[CH:17][NH:24][N:25]=2)[C@@H:5]([C:8]2[CH:15]=[CH:14][C:11]([C:12]#[N:13])=[CH:10][CH:9]=2)[CH2:4][CH2:3]1, predict the reactants needed to synthesize it. The reactants are: [CH3:1][C@H:2]1[CH2:7][CH2:6][C@H:5]([C:8]2[CH:15]=[CH:14][C:11]([C:12]#[N:13])=[CH:10][CH:9]=2)[CH2:4][C:3]1=O.[C:17]1(C)C=CC=CC=1.[NH2:24][NH2:25]. (5) Given the product [F:38][C:37]([F:40])([F:39])[S:34]([O:26][C:23]1[CH2:22][CH2:21][N:20]([C:18]([O:17][C:13]([CH3:16])([CH3:14])[CH3:15])=[O:19])[CH2:25][CH:24]=1)(=[O:36])=[O:35], predict the reactants needed to synthesize it. The reactants are: C(NC(C)C)(C)C.C([Li])CCC.[C:13]([O:17][C:18]([N:20]1[CH2:25][CH2:24][C:23](=[O:26])[CH2:22][CH2:21]1)=[O:19])([CH3:16])([CH3:15])[CH3:14].C1C=CC(N([S:34]([C:37]([F:40])([F:39])[F:38])(=[O:36])=[O:35])[S:34]([C:37]([F:40])([F:39])[F:38])(=[O:36])=[O:35])=CC=1. (6) Given the product [NH2:5][C:4]1[CH:6]=[C:7]([N:29]2[CH2:30][CH2:31][N:26]([CH2:25][C:24]([N:18]3[CH2:19][CH2:20][O:21][CH2:22][CH2:23]3)=[O:32])[CH2:27][CH2:28]2)[CH:8]=[CH:2][C:3]=1[N+:9]([O-:11])=[O:10], predict the reactants needed to synthesize it. The reactants are: Cl[C:2]1[C:3]([N+:9]([O-:11])=[O:10])=[C:4]([CH:6]=[CH:7][CH:8]=1)[NH2:5].C(=O)([O-])[O-].[K+].[K+].[N:18]1([C:24](=[O:32])[CH2:25][N:26]2[CH2:31][CH2:30][NH:29][CH2:28][CH2:27]2)[CH2:23][CH2:22][O:21][CH2:20][CH2:19]1.